This data is from Full USPTO retrosynthesis dataset with 1.9M reactions from patents (1976-2016). The task is: Predict the reactants needed to synthesize the given product. The reactants are: [CH:1]1([N:5]2[CH2:11][CH2:10][C:9]3[CH:12]=[CH:13][C:14]([O:16][CH2:17][CH2:18][CH2:19][C:20](O)=[O:21])=[CH:15][C:8]=3[CH2:7][CH2:6]2)[CH2:4][CH2:3][CH2:2]1.C([N:25]1[CH:29]=[CH:28][N:27]=[CH:26]1)([N:25]1[CH:29]=[CH:28][N:27]=[CH:26]1)=O. Given the product [CH:1]1([N:5]2[CH2:11][CH2:10][C:9]3[CH:8]=[CH:15][C:14]([O:16][CH2:17][CH2:18][CH2:19][C:20]([N:25]4[CH:29]=[CH:28][N:27]=[CH:26]4)=[O:21])=[CH:13][C:12]=3[CH2:7][CH2:6]2)[CH2:2][CH2:3][CH2:4]1, predict the reactants needed to synthesize it.